Dataset: Catalyst prediction with 721,799 reactions and 888 catalyst types from USPTO. Task: Predict which catalyst facilitates the given reaction. (1) Reactant: [Cl:1][CH2:2][CH2:3][C:4]([O:6][CH2:7][CH2:8][CH2:9][CH2:10][CH2:11][CH2:12][O:13][C:14]1[CH:22]=[CH:21][C:17]([C:18]([OH:20])=[O:19])=[CH:16][CH:15]=1)=[O:5].FC(F)(F)C(OC(=O)C(F)(F)F)=O.O[C:37]1[CH:42]=[CH:41][C:40]([C:43]2[CH:48]=[CH:47][C:46]([C:49]#[N:50])=[CH:45][CH:44]=2)=[C:39]([CH3:51])[CH:38]=1.O. Product: [C:49]([C:46]1[CH:45]=[CH:44][C:43]([C:40]2[CH:41]=[CH:42][C:37]([O:19][C:18](=[O:20])[C:17]3[CH:16]=[CH:15][C:14]([O:13][CH2:12][CH2:11][CH2:10][CH2:9][CH2:8][CH2:7][O:6][C:4](=[O:5])[CH2:3][CH2:2][Cl:1])=[CH:22][CH:21]=3)=[CH:38][C:39]=2[CH3:51])=[CH:48][CH:47]=1)#[N:50]. The catalyst class is: 2. (2) The catalyst class is: 21. Product: [CH3:26][O:27][C:28](=[O:31])[CH2:29][N:9]1[C:8]([C:5]2[CH:4]=[CH:3][C:2]([F:1])=[CH:7][CH:6]=2)=[N:12][C:11]([C:13]2[CH:18]=[CH:17][C:16]([F:19])=[CH:15][CH:14]=2)=[N:10]1. Reactant: [F:1][C:2]1[CH:7]=[CH:6][C:5]([C:8]2[N:12]=[C:11]([C:13]3[CH:18]=[CH:17][C:16]([F:19])=[CH:15][CH:14]=3)[NH:10][N:9]=2)=[CH:4][CH:3]=1.C([O-])([O-])=O.[K+].[K+].[CH3:26][O:27][C:28](=[O:31])[CH2:29]Br. (3) Reactant: Cl[CH2:2][C:3]1[O:4][CH:5]=[CH:6][C:7]=1[C:8]([O:10][CH2:11][CH3:12])=[O:9].[NH2:13][CH2:14][C:15]1[C:20]([CH2:21][CH3:22])=[N:19][C:18]2[N:23]([CH2:26][CH3:27])[N:24]=[CH:25][C:17]=2[C:16]=1[NH:28][CH:29]1[CH2:34][CH2:33][O:32][CH2:31][CH2:30]1.CCN(C(C)C)C(C)C. Product: [CH2:26]([N:23]1[C:18]2=[N:19][C:20]([CH2:21][CH3:22])=[C:15]([CH2:14][NH:13][CH2:2][C:3]3[O:4][CH:5]=[CH:6][C:7]=3[C:8]([O:10][CH2:11][CH3:12])=[O:9])[C:16]([NH:28][CH:29]3[CH2:30][CH2:31][O:32][CH2:33][CH2:34]3)=[C:17]2[CH:25]=[N:24]1)[CH3:27]. The catalyst class is: 10. (4) Reactant: C(N[CH:5]([CH3:7])[CH3:6])(C)C.[CH2:8]([Li])[CH2:9][CH2:10][CH3:11].[CH3:8][CH2:9][CH2:10][CH2:11]CC.[Li].C([N-:23][CH:24](C)C)(C)C.[Br:27]C1N=C(C)C=CC=1.[C:35](=O)([O:39][CH2:40][CH3:41])[O:36]CC.CI. Product: [Br:27][C:11]1[N:23]=[C:24]([C:5]([CH3:6])([CH3:7])[C:35]([O:39][CH2:40][CH3:41])=[O:36])[CH:8]=[CH:9][CH:10]=1. The catalyst class is: 132. (5) Reactant: [F:1][C:2]1[CH:7]=[CH:6][C:5]([N:8]2[C:12]3[N:13]=[C:14]([S:17][CH3:18])[N:15]=[CH:16][C:11]=3[CH:10]=[C:9]2[C:19](Cl)=[O:20])=[CH:4][CH:3]=1.[Cl:22][C:23]1[CH:29]=[CH:28][CH:27]=[CH:26][C:24]=1[NH2:25].C(N(CC)CC)C. Product: [Cl:22][C:23]1[CH:29]=[CH:28][CH:27]=[CH:26][C:24]=1[NH:25][C:19]([C:9]1[N:8]([C:5]2[CH:6]=[CH:7][C:2]([F:1])=[CH:3][CH:4]=2)[C:12]2[N:13]=[C:14]([S:17][CH3:18])[N:15]=[CH:16][C:11]=2[CH:10]=1)=[O:20]. The catalyst class is: 46.